This data is from Full USPTO retrosynthesis dataset with 1.9M reactions from patents (1976-2016). The task is: Predict the reactants needed to synthesize the given product. (1) Given the product [C:1]([C:3]1[C:4]([C:25]([OH:27])=[O:26])=[N:5][C:6]([C:19]2[CH:24]=[CH:23][CH:22]=[CH:21][CH:20]=2)=[C:7]([C:9]2[CH:14]=[CH:13][C:12](=[O:15])[N:11]([CH:16]([CH3:18])[CH3:17])[N:10]=2)[CH:8]=1)#[N:2], predict the reactants needed to synthesize it. The reactants are: [C:1]([C:3]1[C:4]([C:25]([O:27]C)=[O:26])=[N:5][C:6]([C:19]2[CH:24]=[CH:23][CH:22]=[CH:21][CH:20]=2)=[C:7]([C:9]2[CH:14]=[CH:13][C:12](=[O:15])[N:11]([CH:16]([CH3:18])[CH3:17])[N:10]=2)[CH:8]=1)#[N:2].[OH-].[Na+].Cl. (2) Given the product [F:39][C:40]([F:45])([F:44])[C:41]([OH:43])=[O:42].[F:37][C:31]1[CH:32]=[CH:33][C:34]([F:36])=[CH:35][C:30]=1[C@@H:9]1[C@@H:8]([NH2:7])[CH2:13][C@@H:12]([N:14]2[CH2:21][C:20]3[C:16](=[N:17][N:18]([S:22]([CH:25]4[CH2:29][CH2:28][CH2:27][CH2:26]4)(=[O:23])=[O:24])[CH:19]=3)[CH2:15]2)[CH2:11][O:10]1, predict the reactants needed to synthesize it. The reactants are: C(OC(=O)[NH:7][C@H:8]1[CH2:13][C@@H:12]([N:14]2[CH2:21][C:20]3[C:16](=[N:17][N:18]([S:22]([CH:25]4[CH2:29][CH2:28][CH2:27][CH2:26]4)(=[O:24])=[O:23])[CH:19]=3)[CH2:15]2)[CH2:11][O:10][C@@H:9]1[C:30]1[CH:35]=[C:34]([F:36])[CH:33]=[CH:32][C:31]=1[F:37])CCC.[F:39][C:40]([F:45])([F:44])[C:41]([OH:43])=[O:42]. (3) The reactants are: Br[C:2]1[CH:9]=[CH:8][C:5]([C:6]#[N:7])=[CH:4][N:3]=1.[N:10]1([C:20]([O:22][C:23]([CH3:26])([CH3:25])[CH3:24])=[O:21])[CH2:15][CH2:14][NH:13][CH:12]([C:16]([O:18][CH3:19])=[O:17])[CH2:11]1.C(OC(C)(C)C)=O. Given the product [C:6]([C:5]1[CH:8]=[CH:9][C:2]([N:13]2[CH2:14][CH2:15][N:10]([C:20]([O:22][C:23]([CH3:24])([CH3:25])[CH3:26])=[O:21])[CH2:11][CH:12]2[C:16]([O:18][CH3:19])=[O:17])=[N:3][CH:4]=1)#[N:7], predict the reactants needed to synthesize it. (4) Given the product [Cl:1][C:2]1[C:3]([C:8]2([CH3:11])[CH2:15][CH2:14][C:16](=[O:17])[CH:18]=[CH:9]2)=[N:4][CH:5]=[CH:6][CH:7]=1, predict the reactants needed to synthesize it. The reactants are: [Cl:1][C:2]1[C:3]([CH:8]([CH3:11])[CH:9]=O)=[N:4][CH:5]=[CH:6][CH:7]=1.[OH-].[K+].[CH:14]([C:16]([CH3:18])=[O:17])=[CH2:15]. (5) Given the product [CH3:11][N:12]([CH3:14])[CH:13]=[CH:2][C:1]([C:4]1[O:5][CH:6]=[CH:7][CH:8]=1)=[O:3], predict the reactants needed to synthesize it. The reactants are: [C:1]([C:4]1[O:5][CH:6]=[CH:7][CH:8]=1)(=[O:3])[CH3:2].CO[CH:11](OC)[N:12]([CH3:14])[CH3:13]. (6) Given the product [OH:27][C@@H:24]1[CH2:25][CH2:26][N:22]([C:3]2[C:2]([C:28]3[CH:33]=[CH:32][CH:31]=[CH:30][CH:29]=3)=[CH:21][C:6]([C:7]([NH:9][C:10]3[CH:15]=[CH:14][C:13]([O:16][C:17]([F:20])([F:19])[F:18])=[CH:12][CH:11]=3)=[O:8])=[CH:5][N:4]=2)[CH2:23]1, predict the reactants needed to synthesize it. The reactants are: Br[C:2]1[C:3]([N:22]2[CH2:26][CH2:25][C@@H:24]([OH:27])[CH2:23]2)=[N:4][CH:5]=[C:6]([CH:21]=1)[C:7]([NH:9][C:10]1[CH:15]=[CH:14][C:13]([O:16][C:17]([F:20])([F:19])[F:18])=[CH:12][CH:11]=1)=[O:8].[C:28]1(B(O)O)[CH:33]=[CH:32][CH:31]=[CH:30][CH:29]=1.C([O-])(O)=O.[Na+]. (7) Given the product [F:16][C:2]([F:1])([F:15])[CH2:3][O:4][C:5]1[N:6]=[CH:7][C:8]([C:11]([OH:13])=[O:12])=[N:9][CH:10]=1, predict the reactants needed to synthesize it. The reactants are: [F:1][C:2]([F:16])([F:15])[CH2:3][O:4][C:5]1[N:6]=[CH:7][C:8]([C:11]([O:13]C)=[O:12])=[N:9][CH:10]=1.Cl. (8) Given the product [F:36][C:33]1[CH:34]=[CH:35][C:30]([CH2:29][O:1][CH2:2][CH2:3][N:4]2[C:8](=[O:9])[N:7]([C:10]3[S:11][C:12]([C:16]([NH:18][CH2:19][C:20]4[CH:21]=[N:22][CH:23]=[CH:24][CH:25]=4)=[O:17])=[C:13]([CH3:15])[N:14]=3)[CH:6]=[N:5]2)=[CH:31][CH:32]=1, predict the reactants needed to synthesize it. The reactants are: [OH:1][CH2:2][CH2:3][N:4]1[C:8](=[O:9])[N:7]([C:10]2[S:11][C:12]([C:16]([NH:18][CH2:19][C:20]3[CH:21]=[N:22][CH:23]=[CH:24][CH:25]=3)=[O:17])=[C:13]([CH3:15])[N:14]=2)[CH:6]=[N:5]1.[H-].[Na+].Br[CH2:29][C:30]1[CH:35]=[CH:34][C:33]([F:36])=[CH:32][CH:31]=1. (9) Given the product [Cl:1][C:2]1[CH:3]=[C:4]2[C:10]([C:11]3[N:16]=[C:15]([NH:17][C@H:18]4[CH2:23][CH2:22][CH2:21][N:20]([CH2:24][C:25]([O:27][C:28]([CH3:30])([CH3:29])[CH3:31])=[O:26])[CH2:19]4)[C:14]([F:32])=[CH:13][N:12]=3)=[CH:9][NH:8][C:5]2=[N:6][CH:7]=1, predict the reactants needed to synthesize it. The reactants are: [Cl:1][C:2]1[CH:3]=[C:4]2[C:10]([C:11]3[N:16]=[C:15]([NH:17][C@H:18]4[CH2:23][CH2:22][CH2:21][N:20]([CH2:24][C:25]([O:27][C:28]([CH3:31])([CH3:30])[CH3:29])=[O:26])[CH2:19]4)[C:14]([F:32])=[CH:13][N:12]=3)=[CH:9][N:8](S(C3C=CC(C)=CC=3)(=O)=O)[C:5]2=[N:6][CH:7]=1.ClC1C=C2C(C3N=C(N[C@H]4CCCN(C(OC(C)(C)C)=O)C4)C(F)=CN=3)=CN(S(C3C=CC(C)=CC=3)(=O)=O)C2=NC=1.[Li+].[OH-].